The task is: Predict the reactants needed to synthesize the given product.. This data is from Full USPTO retrosynthesis dataset with 1.9M reactions from patents (1976-2016). (1) Given the product [Br:1][C:2]1[CH:3]=[CH:4][C:5]([C:8]2[N:12]=[C:11]([N:13]3[C:14]([CH3:18])([CH3:17])[CH2:15][O:16][C:27]3=[O:29])[S:10][N:9]=2)=[CH:6][CH:7]=1, predict the reactants needed to synthesize it. The reactants are: [Br:1][C:2]1[CH:7]=[CH:6][C:5]([C:8]2[N:12]=[C:11]([NH:13][C:14]([CH3:18])([CH3:17])[CH2:15][OH:16])[S:10][N:9]=2)=[CH:4][CH:3]=1.C(N(CC)CC)C.Cl[C:27](Cl)([O:29]C(=O)OC(Cl)(Cl)Cl)Cl. (2) Given the product [Cl:16][C:17]1[C:18]([OH:24])=[CH:19][C:20]2[O:21][C:31]3[C:30](=[CH:28][CH:27]=[C:25]([OH:26])[CH:32]=3)[C:11]3([C:6]4[C:7](=[C:2]([Cl:1])[C:3]([Cl:15])=[C:4]([Cl:14])[C:5]=4[Cl:13])[C:8](=[O:9])[O:10]3)[C:22]=2[CH:23]=1, predict the reactants needed to synthesize it. The reactants are: [Cl:1][C:2]1[C:3]([Cl:15])=[C:4]([Cl:14])[C:5]([Cl:13])=[C:6]2[C:11](=O)[O:10][C:8](=[O:9])[C:7]=12.[Cl:16][C:17]1[CH:23]=[CH:22][C:20]([OH:21])=[CH:19][C:18]=1[OH:24].[C:25]1([CH:32]=[CH:31][CH:30]=[C:28](O)[CH:27]=1)[OH:26]. (3) Given the product [CH3:1][C@H:2]([C:6]1[CH:7]=[C:8]([C:16]([F:17])([F:19])[F:18])[CH:9]=[C:10]([C:12]([F:14])([F:15])[F:13])[CH:11]=1)[C:3]([NH:34][C:25]1([C:28]2[CH:33]=[CH:32][CH:31]=[CH:30][CH:29]=2)[CH2:24][CH2:23][C:22](=[O:21])[CH2:27][CH2:26]1)=[O:4], predict the reactants needed to synthesize it. The reactants are: [CH3:1][C@H:2]([C:6]1[CH:11]=[C:10]([C:12]([F:15])([F:14])[F:13])[CH:9]=[C:8]([C:16]([F:19])([F:18])[F:17])[CH:7]=1)[C:3](O)=[O:4].Cl.[O:21]=[C:22]1[CH2:27][CH2:26][C:25]([NH2:34])([C:28]2[CH:33]=[CH:32][CH:31]=[CH:30][CH:29]=2)[CH2:24][CH2:23]1.CCCC(C)C.CCO. (4) Given the product [Cl:1][C:2]1[CH:3]=[N:4][N:5]([CH3:16])[C:6]=1[C:7]1[CH:8]=[C:9]([C:13]([NH:17][C@@H:18]([CH2:31][C:32]2[CH:37]=[CH:36][CH:35]=[C:34]([F:38])[CH:33]=2)[CH2:19][N:20]2[C:28](=[O:29])[C:27]3[C:22](=[CH:23][CH:24]=[CH:25][CH:26]=3)[C:21]2=[O:30])=[O:15])[O:10][C:11]=1[CH3:12], predict the reactants needed to synthesize it. The reactants are: [Cl:1][C:2]1[CH:3]=[N:4][N:5]([CH3:16])[C:6]=1[C:7]1[CH:8]=[C:9]([C:13]([OH:15])=O)[O:10][C:11]=1[CH3:12].[NH2:17][C@@H:18]([CH2:31][C:32]1[CH:37]=[CH:36][CH:35]=[C:34]([F:38])[CH:33]=1)[CH2:19][N:20]1[C:28](=[O:29])[C:27]2[C:22](=[CH:23][CH:24]=[CH:25][CH:26]=2)[C:21]1=[O:30].CC(OC(N[C@H](C(O)=O)CC1C=CC=CC=1C(F)(F)F)=O)(C)C.C1CN([P+](Br)(N2CCCC2)N2CCCC2)CC1.F[P-](F)(F)(F)(F)F.CCN(C(C)C)C(C)C. (5) Given the product [F:22][C:21]([F:24])([F:23])[C:45]([OH:48])=[O:46].[CH3:25][NH:44][C:42]([C:38]1[CH:37]=[C:36]([O:20][C:16]2[CH:17]=[CH:18][CH:19]=[C:14]([C:11]3[NH:10][C:9]([NH:8][C:5]4[CH:6]=[CH:7][C:2]([Cl:1])=[C:3]([C:21]([F:22])([F:23])[F:24])[CH:4]=4)=[N:13][N:12]=3)[CH:15]=2)[CH:41]=[CH:40][N:39]=1)=[O:43], predict the reactants needed to synthesize it. The reactants are: [Cl:1][C:2]1[CH:7]=[CH:6][C:5]([NH:8][C:9]2[NH:10][C:11]([C:14]3[CH:15]=[C:16]([OH:20])[CH:17]=[CH:18][CH:19]=3)=[N:12][N:13]=2)=[CH:4][C:3]=1[C:21]([F:24])([F:23])[F:22].[CH3:25][Si]([N-][Si](C)(C)C)(C)C.[K+].Cl[C:36]1[CH:41]=[CH:40][N:39]=[C:38]([C:42]([NH2:44])=[O:43])[CH:37]=1.[C:45]([O-:48])([O-])=[O:46].[K+].[K+]. (6) Given the product [CH3:16][O:17][C:18]1[CH:19]=[C:20]2[C:25](=[CH:26][C:27]=1[O:28][CH3:29])[CH2:24][N:23]([C:13]([C:9]1[CH:10]=[N:11][O:12][C:8]=1[C:5]1[CH:6]=[CH:7][C:2]([CH3:1])=[CH:3][CH:4]=1)=[O:14])[CH2:22][CH2:21]2, predict the reactants needed to synthesize it. The reactants are: [CH3:1][C:2]1[CH:7]=[CH:6][C:5]([C:8]2[O:12][N:11]=[CH:10][C:9]=2[C:13](Cl)=[O:14])=[CH:4][CH:3]=1.[CH3:16][O:17][C:18]1[CH:19]=[C:20]2[C:25](=[CH:26][C:27]=1[O:28][CH3:29])[CH2:24][NH:23][CH2:22][CH2:21]2.